From a dataset of HIV replication inhibition screening data with 41,000+ compounds from the AIDS Antiviral Screen. Binary Classification. Given a drug SMILES string, predict its activity (active/inactive) in a high-throughput screening assay against a specified biological target. (1) The drug is CC(=O)NC1(C)C2CCC3(C)N=C(C)C1CC3C2. The result is 0 (inactive). (2) The drug is CCCCC(CC)CO[Si](OCC(CC)CCCC)(OCC(CC)CCCC)OCC(CC)CCCC. The result is 0 (inactive). (3) The compound is CC(=O)OCC1OC(n2c(C)c(C(C)=O)c(-c3ccc(Cl)cc3)c(C#N)c2=S)C(OC(C)=O)C(OC(C)=O)C1OC(C)=O. The result is 0 (inactive). (4) The result is 0 (inactive). The compound is CC(=O)Oc1ccc2c(C)cc(=O)oc2c1OC(C)=O.